This data is from Forward reaction prediction with 1.9M reactions from USPTO patents (1976-2016). The task is: Predict the product of the given reaction. Given the reactants [OH:1][CH2:2][C:3]1[CH:8]=[CH:7][CH:6]=[CH:5][C:4]=1[NH:9][S:10]([C:13]1[CH:18]=[CH:17][CH:16]=[CH:15][C:14]=1[N+:19]([O-:21])=[O:20])(=[O:12])=[O:11], predict the reaction product. The product is: [CH:2]([C:3]1[CH:8]=[CH:7][CH:6]=[CH:5][C:4]=1[NH:9][S:10]([C:13]1[CH:18]=[CH:17][CH:16]=[CH:15][C:14]=1[N+:19]([O-:21])=[O:20])(=[O:12])=[O:11])=[O:1].